From a dataset of Catalyst prediction with 721,799 reactions and 888 catalyst types from USPTO. Predict which catalyst facilitates the given reaction. (1) Reactant: C1C=C(Cl)C=C(C(OO)=O)C=1.[CH2:12]([N:14]1[C:18]([C:19]2[S:29][C:22]3[N:23]=[CH:24][N:25]=[C:26](SC)[C:21]=3[CH:20]=2)=[C:17]([C:30]2[CH:35]=[CH:34][CH:33]=[CH:32][CH:31]=2)[N:16]=[CH:15]1)[CH3:13].[NH3:36]. Product: [NH3:14].[CH2:12]([N:14]1[C:18]([C:19]2[S:29][C:22]3[N:23]=[CH:24][N:25]=[C:26]([NH2:36])[C:21]=3[CH:20]=2)=[C:17]([C:30]2[CH:35]=[CH:34][CH:33]=[CH:32][CH:31]=2)[N:16]=[CH:15]1)[CH3:13]. The catalyst class is: 2. (2) Reactant: [CH2:1]([O:5][CH2:6][CH2:7][O:8][C:9]1[CH:14]=[CH:13][C:12]([C:15]2[C:16]([CH3:35])=[CH:17][C:18]3[N:25]([CH2:26][CH:27]([CH3:29])[CH3:28])[CH2:24][CH2:23][CH2:22][C:21]([C:30]([O:32]C)=[O:31])=[CH:20][C:19]=3[CH:34]=2)=[CH:11][CH:10]=1)[CH2:2][CH2:3][CH3:4].O1CCCC1.[OH-].[Na+].Cl. Product: [CH2:1]([O:5][CH2:6][CH2:7][O:8][C:9]1[CH:14]=[CH:13][C:12]([C:15]2[C:16]([CH3:35])=[CH:17][C:18]3[N:25]([CH2:26][CH:27]([CH3:28])[CH3:29])[CH2:24][CH2:23][CH2:22][C:21]([C:30]([OH:32])=[O:31])=[CH:20][C:19]=3[CH:34]=2)=[CH:11][CH:10]=1)[CH2:2][CH2:3][CH3:4]. The catalyst class is: 72.